This data is from Peptide-MHC class II binding affinity with 134,281 pairs from IEDB. The task is: Regression. Given a peptide amino acid sequence and an MHC pseudo amino acid sequence, predict their binding affinity value. This is MHC class II binding data. (1) The peptide sequence is TSSTPEAVSLLCSDK. The MHC is HLA-DPA10201-DPB10101 with pseudo-sequence HLA-DPA10201-DPB10101. The binding affinity (normalized) is 0.308. (2) The peptide sequence is AYQQGVTVDSIG. The MHC is DRB1_0301 with pseudo-sequence DRB1_0301. The binding affinity (normalized) is 0.175. (3) The peptide sequence is VVAVDIKEKGKDKWI. The MHC is DRB1_0405 with pseudo-sequence DRB1_0405. The binding affinity (normalized) is 0.0386. (4) The peptide sequence is VERSKAYSNCYPYDV. The MHC is DRB1_0701 with pseudo-sequence DRB1_0701. The binding affinity (normalized) is 0.227.